From a dataset of Catalyst prediction with 721,799 reactions and 888 catalyst types from USPTO. Predict which catalyst facilitates the given reaction. (1) Reactant: C([N:8]1[C:12]2[C:13]([N:19]([CH3:21])[CH3:20])=[N:14][N:15]([CH3:18])[C:16](=[O:17])[C:11]=2[N:10]=[C:9]1[N:22]1[CH2:27][CH2:26][N:25]([C:28]([O:30][C:31]([CH3:34])([CH3:33])[CH3:32])=[O:29])[CH2:24][CH2:23]1)C1C=CC=CC=1.N.[Li].[Cl-].[NH4+]. Product: [CH3:21][N:19]([CH3:20])[C:13]1[C:12]2[NH:8][C:9]([N:22]3[CH2:23][CH2:24][N:25]([C:28]([O:30][C:31]([CH3:32])([CH3:33])[CH3:34])=[O:29])[CH2:26][CH2:27]3)=[N:10][C:11]=2[C:16](=[O:17])[N:15]([CH3:18])[N:14]=1. The catalyst class is: 7. (2) Reactant: Cl[C:2]1[CH:7]=[C:6]([NH:8][C:9]2[CH:19]=[CH:18][CH:17]=[CH:16][C:10]=2[C:11]([NH:13][O:14][CH3:15])=[O:12])[C:5]([Cl:20])=[CH:4][N:3]=1.[CH3:21][C:22]1[CH:26]=[C:25]([NH2:27])[N:24]([CH:28]([CH3:30])[CH3:29])[N:23]=1.C(=O)([O-])[O-].[Cs+].[Cs+].C1C=CC(P(C2C(C3C(P(C4C=CC=CC=4)C4C=CC=CC=4)=CC=C4C=3C=CC=C4)=C3C(C=CC=C3)=CC=2)C2C=CC=CC=2)=CC=1. Product: [Cl:20][C:5]1[C:6]([NH:8][C:9]2[CH:19]=[CH:18][CH:17]=[CH:16][C:10]=2[C:11]([NH:13][O:14][CH3:15])=[O:12])=[CH:7][C:2]([NH:27][C:25]2[N:24]([CH:28]([CH3:30])[CH3:29])[N:23]=[C:22]([CH3:21])[CH:26]=2)=[N:3][CH:4]=1. The catalyst class is: 167. (3) Reactant: [CH2:1]([NH:3][C:4](=[O:24])[NH:5][C:6]1[N:11]=[CH:10][C:9](B(O)O)=[C:8]([C:15]2[S:16][CH:17]=[C:18]([C:20]([F:23])([F:22])[F:21])[N:19]=2)[CH:7]=1)[CH3:2].[CH2:25]([N:27]1[C:36]2[C:31](=[CH:32][CH:33]=[C:34](I)[CH:35]=2)[C:30](=[O:38])[C:29]([C:39]([O:41][CH2:42][CH3:43])=[O:40])=[CH:28]1)[CH3:26].C(=O)([O-])[O-].[K+].[K+].C(OCC)(=O)C. Product: [CH2:25]([N:27]1[C:36]2[C:31](=[CH:32][CH:33]=[C:34]([C:9]3[CH:10]=[N:11][C:6]([NH:5][C:4]([NH:3][CH2:1][CH3:2])=[O:24])=[CH:7][C:8]=3[C:15]3[S:16][CH:17]=[C:18]([C:20]([F:23])([F:22])[F:21])[N:19]=3)[CH:35]=2)[C:30](=[O:38])[C:29]([C:39]([O:41][CH2:42][CH3:43])=[O:40])=[CH:28]1)[CH3:26]. The catalyst class is: 551.